Dataset: Full USPTO retrosynthesis dataset with 1.9M reactions from patents (1976-2016). Task: Predict the reactants needed to synthesize the given product. (1) The reactants are: [NH2:1][C:2]1[C:7]([F:8])=[CH:6][C:5]([CH2:9][OH:10])=[CH:4][C:3]=1[CH2:11][CH2:12][CH2:13][CH3:14].C([O-])([O-])=O.[K+].[K+].Cl[C:22]([O:24][CH2:25][C:26]1[CH:31]=[CH:30][CH:29]=[CH:28][CH:27]=1)=[O:23]. Given the product [CH2:25]([O:24][C:22](=[O:23])[NH:1][C:2]1[C:7]([F:8])=[CH:6][C:5]([CH2:9][OH:10])=[CH:4][C:3]=1[CH2:11][CH2:12][CH2:13][CH3:14])[C:26]1[CH:31]=[CH:30][CH:29]=[CH:28][CH:27]=1, predict the reactants needed to synthesize it. (2) The reactants are: [NH2:1][C:2]1[N:6]([C:7]2[CH:16]=[CH:15][C:10]3[NH:11][C:12]([CH3:14])=[N:13][C:9]=3[CH:8]=2)[N:5]=[CH:4][C:3]=1[C:17]([C:19]1[N:20]([S:31]([C:34]2[CH:39]=[CH:38][C:37]([CH3:40])=[CH:36][CH:35]=2)(=[O:33])=[O:32])[C:21]2[C:26]([CH:27]=1)=[CH:25][C:24]([C:28]([OH:30])=O)=[CH:23][CH:22]=2)=[O:18].[NH:41]1[CH2:46][CH2:45][O:44][CH2:43][CH2:42]1.Cl.CN(C)CCCN=C=NCC. Given the product [NH2:1][C:2]1[N:6]([C:7]2[CH:16]=[CH:15][C:10]3[NH:11][C:12]([CH3:14])=[N:13][C:9]=3[CH:8]=2)[N:5]=[CH:4][C:3]=1[C:17]([C:19]1[N:20]([S:31]([C:34]2[CH:35]=[CH:36][C:37]([CH3:40])=[CH:38][CH:39]=2)(=[O:33])=[O:32])[C:21]2[C:26]([CH:27]=1)=[CH:25][C:24]([C:28]([N:41]1[CH2:46][CH2:45][O:44][CH2:43][CH2:42]1)=[O:30])=[CH:23][CH:22]=2)=[O:18], predict the reactants needed to synthesize it. (3) Given the product [F:1][C:2]1[CH:3]=[C:4]([CH:18]=[CH:19][CH:20]=1)[CH2:5][C@H:6]1[CH2:10][CH2:9][N:8]([C:11]([O:13][C:14]([CH3:17])([CH3:15])[CH3:16])=[O:12])[CH2:7]1, predict the reactants needed to synthesize it. The reactants are: [F:1][C:2]1[CH:3]=[C:4]([CH:18]=[CH:19][CH:20]=1)[CH2:5][C@@H:6]1[CH2:10][CH2:9][N:8]([C:11]([O:13][C:14]([CH3:17])([CH3:16])[CH3:15])=[O:12])[CH2:7]1.IC[C@H]1CCN(C(OC(C)(C)C)=O)C1.